From a dataset of Peptide-MHC class I binding affinity with 185,985 pairs from IEDB/IMGT. Regression. Given a peptide amino acid sequence and an MHC pseudo amino acid sequence, predict their binding affinity value. This is MHC class I binding data. (1) The peptide sequence is LTDFGLSK. The MHC is HLA-A01:01 with pseudo-sequence HLA-A01:01. The binding affinity (normalized) is 0.389. (2) The peptide sequence is TLYCVHQGI. The MHC is HLA-A02:02 with pseudo-sequence HLA-A02:02. The binding affinity (normalized) is 0.383. (3) The binding affinity (normalized) is 0.00106. The MHC is H-2-Kd with pseudo-sequence H-2-Kd. The peptide sequence is KKASSKASV.